Dataset: Forward reaction prediction with 1.9M reactions from USPTO patents (1976-2016). Task: Predict the product of the given reaction. Given the reactants [CH3:1][O:2][C:3]1[CH:11]=[CH:10][CH:9]=[C:8]2[C:4]=1[C:5]([CH:12]=O)=[CH:6][NH:7]2.[CH3:14][C:15]1([CH3:23])[O:22][C:20](=[O:21])[CH2:19][C:17](=[O:18])[O:16]1.N1CCCCC1.C(O)(=O)C, predict the reaction product. The product is: [CH3:1][O:2][C:3]1[CH:11]=[CH:10][CH:9]=[C:8]2[C:4]=1[C:5]([CH:12]=[C:19]1[C:20](=[O:21])[O:22][C:15]([CH3:23])([CH3:14])[O:16][C:17]1=[O:18])=[CH:6][NH:7]2.